Predict the product of the given reaction. From a dataset of Forward reaction prediction with 1.9M reactions from USPTO patents (1976-2016). Given the reactants I[C:2]1[CH:7]=[CH:6][C:5]([O:8][CH3:9])=[CH:4][CH:3]=1.C(N(CC)CC)C.[CH2:17]([C:19]1[N:20]([CH2:32][C:33]#[CH:34])[C:21]2[C:30]3[CH:29]=[CH:28][CH:27]=[CH:26][C:25]=3[N:24]=[CH:23][C:22]=2[N:31]=1)[CH3:18], predict the reaction product. The product is: [CH2:17]([C:19]1[N:20]([CH2:32][C:33]#[C:34][C:2]2[CH:7]=[CH:6][C:5]([O:8][CH3:9])=[CH:4][CH:3]=2)[C:21]2[C:30]3[CH:29]=[CH:28][CH:27]=[CH:26][C:25]=3[N:24]=[CH:23][C:22]=2[N:31]=1)[CH3:18].